This data is from NCI-60 drug combinations with 297,098 pairs across 59 cell lines. The task is: Regression. Given two drug SMILES strings and cell line genomic features, predict the synergy score measuring deviation from expected non-interaction effect. (1) Drug 1: COC1=CC(=CC(=C1O)OC)C2C3C(COC3=O)C(C4=CC5=C(C=C24)OCO5)OC6C(C(C7C(O6)COC(O7)C8=CC=CS8)O)O. Drug 2: CN(C(=O)NC(C=O)C(C(C(CO)O)O)O)N=O. Cell line: MOLT-4. Synergy scores: CSS=45.4, Synergy_ZIP=-1.54, Synergy_Bliss=-4.53, Synergy_Loewe=-31.0, Synergy_HSA=-3.87. (2) Drug 1: CC(CN1CC(=O)NC(=O)C1)N2CC(=O)NC(=O)C2. Drug 2: CNC(=O)C1=NC=CC(=C1)OC2=CC=C(C=C2)NC(=O)NC3=CC(=C(C=C3)Cl)C(F)(F)F. Cell line: HCT-15. Synergy scores: CSS=37.4, Synergy_ZIP=-8.84, Synergy_Bliss=-1.41, Synergy_Loewe=0.886, Synergy_HSA=1.59. (3) Drug 1: COC1=C(C=C2C(=C1)N=CN=C2NC3=CC(=C(C=C3)F)Cl)OCCCN4CCOCC4. Drug 2: B(C(CC(C)C)NC(=O)C(CC1=CC=CC=C1)NC(=O)C2=NC=CN=C2)(O)O. Cell line: SF-295. Synergy scores: CSS=3.88, Synergy_ZIP=-4.73, Synergy_Bliss=-8.93, Synergy_Loewe=-5.64, Synergy_HSA=-5.67. (4) Drug 2: CC12CCC3C(C1CCC2OP(=O)(O)O)CCC4=C3C=CC(=C4)OC(=O)N(CCCl)CCCl.[Na+]. Cell line: KM12. Synergy scores: CSS=3.04, Synergy_ZIP=1.23, Synergy_Bliss=-0.893, Synergy_Loewe=0.267, Synergy_HSA=-2.71. Drug 1: C#CCC(CC1=CN=C2C(=N1)C(=NC(=N2)N)N)C3=CC=C(C=C3)C(=O)NC(CCC(=O)O)C(=O)O. (5) Drug 1: CN(CC1=CN=C2C(=N1)C(=NC(=N2)N)N)C3=CC=C(C=C3)C(=O)NC(CCC(=O)O)C(=O)O. Drug 2: CS(=O)(=O)OCCCCOS(=O)(=O)C. Cell line: NCI/ADR-RES. Synergy scores: CSS=33.2, Synergy_ZIP=2.28, Synergy_Bliss=2.04, Synergy_Loewe=-8.94, Synergy_HSA=-0.236. (6) Drug 1: C1=C(C(=O)NC(=O)N1)F. Drug 2: C1CC(=O)NC(=O)C1N2C(=O)C3=CC=CC=C3C2=O. Cell line: OVCAR-8. Synergy scores: CSS=28.9, Synergy_ZIP=0.144, Synergy_Bliss=-1.24, Synergy_Loewe=-5.52, Synergy_HSA=-1.89. (7) Drug 1: CC=C1C(=O)NC(C(=O)OC2CC(=O)NC(C(=O)NC(CSSCCC=C2)C(=O)N1)C(C)C)C(C)C. Drug 2: CC1CCC2CC(C(=CC=CC=CC(CC(C(=O)C(C(C(=CC(C(=O)CC(OC(=O)C3CCCCN3C(=O)C(=O)C1(O2)O)C(C)CC4CCC(C(C4)OC)OCCO)C)C)O)OC)C)C)C)OC. Cell line: PC-3. Synergy scores: CSS=27.2, Synergy_ZIP=-1.20, Synergy_Bliss=-1.04, Synergy_Loewe=-7.82, Synergy_HSA=0.0121. (8) Synergy scores: CSS=9.27, Synergy_ZIP=-2.38, Synergy_Bliss=6.74, Synergy_Loewe=3.48, Synergy_HSA=6.22. Drug 1: CC(C1=C(C=CC(=C1Cl)F)Cl)OC2=C(N=CC(=C2)C3=CN(N=C3)C4CCNCC4)N. Drug 2: CNC(=O)C1=CC=CC=C1SC2=CC3=C(C=C2)C(=NN3)C=CC4=CC=CC=N4. Cell line: MCF7.